This data is from NCI-60 drug combinations with 297,098 pairs across 59 cell lines. The task is: Regression. Given two drug SMILES strings and cell line genomic features, predict the synergy score measuring deviation from expected non-interaction effect. (1) Drug 1: C1CC(C1)(C2=CC=C(C=C2)C3=C(C=C4C(=N3)C=CN5C4=NNC5=O)C6=CC=CC=C6)N. Drug 2: CC(C)(C#N)C1=CC=C(C=C1)N2C3=C4C=C(C=CC4=NC=C3N(C2=O)C)C5=CC6=CC=CC=C6N=C5. Cell line: T-47D. Synergy scores: CSS=63.4, Synergy_ZIP=6.87, Synergy_Bliss=6.56, Synergy_Loewe=12.8, Synergy_HSA=14.5. (2) Drug 1: C1CCC(CC1)NC(=O)N(CCCl)N=O. Drug 2: C1=CN(C(=O)N=C1N)C2C(C(C(O2)CO)O)O.Cl. Cell line: EKVX. Synergy scores: CSS=21.8, Synergy_ZIP=-2.08, Synergy_Bliss=1.67, Synergy_Loewe=-11.1, Synergy_HSA=2.82. (3) Drug 1: CC1=C(C=C(C=C1)NC2=NC=CC(=N2)N(C)C3=CC4=NN(C(=C4C=C3)C)C)S(=O)(=O)N.Cl. Drug 2: C1=NC2=C(N=C(N=C2N1C3C(C(C(O3)CO)O)F)Cl)N. Cell line: MCF7. Synergy scores: CSS=11.7, Synergy_ZIP=-2.04, Synergy_Bliss=0.122, Synergy_Loewe=-19.2, Synergy_HSA=-2.50. (4) Drug 1: COC1=CC(=CC(=C1O)OC)C2C3C(COC3=O)C(C4=CC5=C(C=C24)OCO5)OC6C(C(C7C(O6)COC(O7)C8=CC=CS8)O)O. Drug 2: C1=NC2=C(N=C(N=C2N1C3C(C(C(O3)CO)O)O)F)N. Cell line: OVCAR-5. Synergy scores: CSS=14.9, Synergy_ZIP=-7.19, Synergy_Bliss=-2.11, Synergy_Loewe=-13.3, Synergy_HSA=-1.74. (5) Drug 1: CC(C1=C(C=CC(=C1Cl)F)Cl)OC2=C(N=CC(=C2)C3=CN(N=C3)C4CCNCC4)N. Drug 2: COC1=C2C(=CC3=C1OC=C3)C=CC(=O)O2. Cell line: SW-620. Synergy scores: CSS=1.23, Synergy_ZIP=0.422, Synergy_Bliss=-2.97, Synergy_Loewe=-9.08, Synergy_HSA=-4.34. (6) Drug 2: B(C(CC(C)C)NC(=O)C(CC1=CC=CC=C1)NC(=O)C2=NC=CN=C2)(O)O. Synergy scores: CSS=64.6, Synergy_ZIP=-2.77, Synergy_Bliss=-2.21, Synergy_Loewe=-56.1, Synergy_HSA=0.348. Drug 1: C(CCl)NC(=O)N(CCCl)N=O. Cell line: DU-145. (7) Drug 2: CC(C)(C#N)C1=CC(=CC(=C1)CN2C=NC=N2)C(C)(C)C#N. Synergy scores: CSS=20.2, Synergy_ZIP=-1.25, Synergy_Bliss=1.57, Synergy_Loewe=-22.1, Synergy_HSA=-0.480. Cell line: SK-MEL-5. Drug 1: CCC1=C2CN3C(=CC4=C(C3=O)COC(=O)C4(CC)O)C2=NC5=C1C=C(C=C5)O. (8) Drug 1: CN(C)N=NC1=C(NC=N1)C(=O)N. Drug 2: C1=CC(=CC=C1CC(C(=O)O)N)N(CCCl)CCCl.Cl. Cell line: NCI-H322M. Synergy scores: CSS=-12.5, Synergy_ZIP=3.19, Synergy_Bliss=-5.72, Synergy_Loewe=-10.5, Synergy_HSA=-9.73. (9) Drug 1: C1CN(CCN1C(=O)CCBr)C(=O)CCBr. Drug 2: C(CCl)NC(=O)N(CCCl)N=O. Cell line: CCRF-CEM. Synergy scores: CSS=68.3, Synergy_ZIP=2.87, Synergy_Bliss=4.07, Synergy_Loewe=-11.3, Synergy_HSA=2.74.